Dataset: Full USPTO retrosynthesis dataset with 1.9M reactions from patents (1976-2016). Task: Predict the reactants needed to synthesize the given product. (1) The reactants are: [C:1]([O:5][C:6]([N:8]1[CH2:12][CH2:11][C@H:10]([O:13][Si:14]([C:17]([CH3:20])([CH3:19])[CH3:18])([CH3:16])[CH3:15])[C@H:9]1[C@H:21]([N:23]=[N+]=[N-])[CH3:22])=[O:7])([CH3:4])([CH3:3])[CH3:2]. Given the product [C:1]([O:5][C:6]([N:8]1[CH2:12][CH2:11][C@H:10]([O:13][Si:14]([C:17]([CH3:20])([CH3:19])[CH3:18])([CH3:16])[CH3:15])[C@@H:9]1[C@H:21]([NH2:23])[CH3:22])=[O:7])([CH3:4])([CH3:3])[CH3:2], predict the reactants needed to synthesize it. (2) Given the product [Cl:35][C:32]([Cl:33])([Cl:34])[C:31]([N:28]1[CH2:29][CH2:30][N:25]([C:16]2[CH:17]=[C:18]([S:21]([N:8]3[C:9]4[C:5](=[CH:4][CH:3]=[C:2]([Br:1])[CH:10]=4)[CH:6]=[CH:7]3)(=[O:22])=[O:23])[CH:19]=[CH:20][C:15]=2[O:14][CH3:13])[CH2:26][CH2:27]1)=[O:36], predict the reactants needed to synthesize it. The reactants are: [Br:1][C:2]1[CH:10]=[C:9]2[C:5]([CH:6]=[CH:7][NH:8]2)=[CH:4][CH:3]=1.[H-].[Na+].[CH3:13][O:14][C:15]1[CH:20]=[CH:19][C:18]([S:21](Cl)(=[O:23])=[O:22])=[CH:17][C:16]=1[N:25]1[CH2:30][CH2:29][N:28]([C:31](=[O:36])[C:32]([Cl:35])([Cl:34])[Cl:33])[CH2:27][CH2:26]1. (3) Given the product [O:1]1[CH2:5][CH2:4][O:3][CH:2]1[C:6]1[CH:22]=[CH:21][C:9]([OH:10])=[C:8]([F:23])[CH:7]=1, predict the reactants needed to synthesize it. The reactants are: [O:1]1[CH2:5][CH2:4][O:3][CH:2]1[C:6]1[CH:22]=[CH:21][C:9]([O:10][Si](C(C)C)(C(C)C)C(C)C)=[C:8]([F:23])[CH:7]=1.[F-].C([N+](CCCC)(CCCC)CCCC)CCC.CCCCCCC.C(OCC)(=O)C.